This data is from Reaction yield outcomes from USPTO patents with 853,638 reactions. The task is: Predict the reaction yield, written as a fraction of the theoretical maximum amount of product (1.0 means a 100% yield; for example, 0.34 means a 34% yield). (1) The reactants are Br[C:2]1[CH:7]=[CH:6][C:5]([O:8][CH3:9])=[C:4]([O:10][CH2:11][CH3:12])[CH:3]=1.[Li]C(C)(C)C.[B:18](OC(C)C)([O:23]C(C)C)[O:19]C(C)C.Cl. The catalyst is C1COCC1.O. The product is [CH2:11]([O:10][C:4]1[CH:3]=[C:2]([B:18]([OH:23])[OH:19])[CH:7]=[CH:6][C:5]=1[O:8][CH3:9])[CH3:12]. The yield is 0.930. (2) The yield is 0.0890. The product is [C:1]([CH:3]1[CH2:8][CH2:7][N:6]([CH:17]2[CH2:18][CH2:19][CH2:20][N:14]([C:12]([O:11][CH2:9][CH3:10])=[O:13])[CH2:15][CH2:16]2)[CH2:5][CH2:4]1)#[N:2]. The catalyst is CO.[Cl-].[Zn+2].[Cl-]. The reactants are [C:1]([CH:3]1[CH2:8][CH2:7][NH:6][CH2:5][CH2:4]1)#[N:2].[CH2:9]([O:11][C:12]([N:14]1[CH2:20][CH2:19][CH2:18][C:17](=O)[CH2:16][CH2:15]1)=[O:13])[CH3:10].C([BH3-])#N.[Na+]. (3) The reactants are [Cl:1][C:2]1[CH:3]=[C:4]2[C:8](=[CH:9][CH:10]=1)[NH:7][C:6](=[O:11])[CH2:5]2.[CH3:12][N:13]([CH3:28])[CH2:14][CH2:15][NH:16][C:17]([C:19]1[C:23]([CH3:24])=[C:22]([CH:25]=O)[NH:21][C:20]=1[CH3:27])=[O:18]. No catalyst specified. The product is [CH3:12][N:13]([CH3:28])[CH2:14][CH2:15][NH:16][C:17]([C:19]1[C:23]([CH3:24])=[C:22]([CH:25]=[C:5]2[C:4]3[C:8](=[CH:9][CH:10]=[C:2]([Cl:1])[CH:3]=3)[NH:7][C:6]2=[O:11])[NH:21][C:20]=1[CH3:27])=[O:18]. The yield is 0.900. (4) The reactants are C(OC(=O)[N:7]([C:15](=[O:26])[CH2:16][CH2:17][C:18]#[C:19][C:20]1[CH:25]=[CH:24][CH:23]=[CH:22][N:21]=1)[C:8]1[CH:13]=[CH:12][C:11]([F:14])=[CH:10][CH:9]=1)(C)(C)C.FC(F)(F)C(O)=O. The catalyst is C(Cl)Cl.O. The product is [F:14][C:11]1[CH:12]=[CH:13][C:8]([NH:7][C:15](=[O:26])[CH2:16][CH2:17][C:18]#[C:19][C:20]2[CH:25]=[CH:24][CH:23]=[CH:22][N:21]=2)=[CH:9][CH:10]=1. The yield is 0.830.